Dataset: Catalyst prediction with 721,799 reactions and 888 catalyst types from USPTO. Task: Predict which catalyst facilitates the given reaction. (1) Reactant: Cl[C:2]([O:4][CH2:5][CH2:6][Cl:7])=[O:3].C[S:9][C:10]1[CH:15]=[CH:14][C:13](O)=[CH:12][CH:11]=1.N1C=CC=C[CH:18]=1. Product: [Cl:7][CH2:6][CH2:5][O:4][C:2]([S:9][C:10]1[CH:15]=[CH:14][C:13]([CH3:18])=[CH:12][CH:11]=1)=[O:3]. The catalyst class is: 4. (2) Reactant: [CH:1]1([C:4]2[CH:5]=[C:6]([C@@H:16]([CH2:32][C@H:33]3[CH2:37][CH2:36][C:35](=[O:38])[CH2:34]3)[C:17]([NH:19][C:20]3[CH:24]=[CH:23][N:22](C(OC(C)(C)C)=O)[N:21]=3)=[O:18])[CH:7]=[CH:8][C:9]=2[S:10]([CH:13]2[CH2:15][CH2:14]2)(=[O:12])=[O:11])[CH2:3][CH2:2]1.Cl.C(OCC)(=O)C. Product: [CH:1]1([C:4]2[CH:5]=[C:6]([C@@H:16]([CH2:32][C@H:33]3[CH2:37][CH2:36][C:35](=[O:38])[CH2:34]3)[C:17]([NH:19][C:20]3[CH:24]=[CH:23][NH:22][N:21]=3)=[O:18])[CH:7]=[CH:8][C:9]=2[S:10]([CH:13]2[CH2:15][CH2:14]2)(=[O:11])=[O:12])[CH2:2][CH2:3]1. The catalyst class is: 13. (3) Reactant: [Cl:1][C:2]1[CH:3]=[C:4]([CH:6]=[C:7]([Cl:10])[C:8]=1[CH3:9])[NH2:5].[C:11](N1C=CN=C1)(N1C=CN=C1)=[S:12]. Product: [Cl:1][C:2]1[CH:3]=[C:4]([N:5]=[C:11]=[S:12])[CH:6]=[C:7]([Cl:10])[C:8]=1[CH3:9]. The catalyst class is: 4.